From a dataset of Forward reaction prediction with 1.9M reactions from USPTO patents (1976-2016). Predict the product of the given reaction. (1) Given the reactants [C:1]1([S:7]([N:10]2[C:18]3[CH:17]=[CH:16][CH:15]=[C:14]4[CH2:19][NH:20][CH2:21][CH2:22][C:12]([C:13]=34)=[CH:11]2)(=[O:9])=[O:8])[CH:6]=[CH:5][CH:4]=[CH:3][CH:2]=1.C=O.[C:25](O)(=O)C.C(O[BH-](OC(=O)C)OC(=O)C)(=O)C.[Na+], predict the reaction product. The product is: [CH3:25][N:20]1[CH2:21][CH2:22][C:12]2=[CH:11][N:10]([S:7]([C:1]3[CH:2]=[CH:3][CH:4]=[CH:5][CH:6]=3)(=[O:9])=[O:8])[C:18]3[CH:17]=[CH:16][CH:15]=[C:14]([C:13]=32)[CH2:19]1. (2) Given the reactants [N:1]([CH:4]1[CH2:9][N:8]([C:10]([O:12][C:13]([CH3:16])([CH3:15])[CH3:14])=[O:11])[CH2:7][CH:6]([C:17]([OH:19])=O)[CH2:5]1)=[N+:2]=[N-:3].[Cl:20][C:21]1[CH:27]=[CH:26][C:24]([NH2:25])=[CH:23][CH:22]=1.C(N(CC)C(C)C)(C)C.Cl.CN(C)CCCN=C=NCC, predict the reaction product. The product is: [N:1]([CH:4]1[CH2:5][CH:6]([C:17](=[O:19])[NH:25][C:24]2[CH:26]=[CH:27][C:21]([Cl:20])=[CH:22][CH:23]=2)[CH2:7][N:8]([C:10]([O:12][C:13]([CH3:14])([CH3:15])[CH3:16])=[O:11])[CH2:9]1)=[N+:2]=[N-:3]. (3) Given the reactants [CH3:1][O:2][C:3]1[C:8]2[N:9]=[C:10]([NH2:12])[S:11][C:7]=2[C:6]([N:13]([CH3:21])[CH2:14][CH:15]2[CH2:20]COCC2)=[CH:5][CH:4]=1.[F:22][C:23]1[CH:31]=[CH:30][C:26]([C:27]([OH:29])=O)=[CH:25][CH:24]=1.CN(C([O:39]N1N=NC2C=CC=NC1=2)=[N+](C)C)C.F[P-](F)(F)(F)(F)F.C(N([CH:62]([CH3:64])C)C(C)C)C, predict the reaction product. The product is: [F:22][C:23]1[CH:24]=[CH:25][C:26]([C:27]([NH:12][C:10]2[S:11][C:7]3[C:6]([N:13]([CH3:21])[CH:14]4[CH2:15][CH2:20][O:39][CH2:62][CH2:64]4)=[CH:5][CH:4]=[C:3]([O:2][CH3:1])[C:8]=3[N:9]=2)=[O:29])=[CH:30][CH:31]=1. (4) Given the reactants Br[C:2]1[CH:7]=[CH:6][C:5]([C:8]2[N:9]([CH2:14][C@@H:15]3[CH2:19][CH2:18][N:17]([C:20]([CH:22]4[CH2:24][CH2:23]4)=[O:21])[CH2:16]3)[C:10](=[O:13])[NH:11][N:12]=2)=[CH:4][CH:3]=1.[CH3:25][O:26][C:27]1[CH:28]=[C:29](B(O)O)[CH:30]=[CH:31][CH:32]=1.C([O-])([O-])=O.[Cs+].[Cs+], predict the reaction product. The product is: [CH:22]1([C:20]([N:17]2[CH2:18][CH2:19][C@@H:15]([CH2:14][N:9]3[C:8]([C:5]4[CH:6]=[CH:7][C:2]([C:31]5[CH:30]=[CH:29][CH:28]=[C:27]([O:26][CH3:25])[CH:32]=5)=[CH:3][CH:4]=4)=[N:12][NH:11][C:10]3=[O:13])[CH2:16]2)=[O:21])[CH2:24][CH2:23]1. (5) Given the reactants [CH3:1][C:2]1[C:10](C)(C)[C:9]2[C:4](=[CH:5][CH:6]=[CH:7][CH:8]=2)[N:3]=1.BrC[CH2:15][CH2:16][CH2:17][CH2:18][CH2:19][OH:20].C(N(C(C)C)CC)(C)C, predict the reaction product. The product is: [NH:3]1[C:4]2[C:9](=[CH:8][CH:7]=[CH:6][CH:5]=2)[CH:10]=[C:2]1[CH2:1][CH2:15][CH2:16][CH2:17][CH2:18][CH2:19][OH:20]. (6) Given the reactants [N:1]1([C:5]([C:7]2[CH:42]=[CH:41][C:10]([O:11][C:12]3[CH:13]=[C:14]([CH:30]=[C:31]([O:33][C@H:34]4[CH2:38][CH2:37][N:36]([CH3:39])[C:35]4=[O:40])[CH:32]=3)[C:15]([NH:17][C:18]3[CH:22]=[CH:21][N:20](C(OC(C)(C)C)=O)[N:19]=3)=[O:16])=[CH:9][CH:8]=2)=[O:6])[CH2:4][CH2:3][CH2:2]1, predict the reaction product. The product is: [N:1]1([C:5]([C:7]2[CH:42]=[CH:41][C:10]([O:11][C:12]3[CH:13]=[C:14]([CH:30]=[C:31]([O:33][C@H:34]4[CH2:38][CH2:37][N:36]([CH3:39])[C:35]4=[O:40])[CH:32]=3)[C:15]([NH:17][C:18]3[CH:22]=[CH:21][NH:20][N:19]=3)=[O:16])=[CH:9][CH:8]=2)=[O:6])[CH2:4][CH2:3][CH2:2]1. (7) Given the reactants S(=O)(=O)(O)O.Br[C:7]1[CH:24]=[CH:23][C:22]2[C:21]3[C:16](=[CH:17][CH:18]=[CH:19][CH:20]=3)[C:15]3[C:10](=[CH:11][CH:12]=[CH:13][CH:14]=3)[C:9]=2[CH:8]=1.[C:25]1([NH:31][C:32]2[CH:37]=[CH:36][CH:35]=[CH:34][CH:33]=2)[CH:30]=[CH:29][CH:28]=[CH:27][CH:26]=1.C(=O)([O-])[O-].[K+].[K+], predict the reaction product. The product is: [C:32]1([N:31]([C:25]2[CH:26]=[CH:27][CH:28]=[CH:29][CH:30]=2)[C:7]2[CH:24]=[CH:23][C:22]3[C:21]4[C:16](=[CH:17][CH:18]=[CH:19][CH:20]=4)[C:15]4[C:10](=[CH:11][CH:12]=[CH:13][CH:14]=4)[C:9]=3[CH:8]=2)[CH:33]=[CH:34][CH:35]=[CH:36][CH:37]=1. (8) Given the reactants [CH3:1][O:2][C:3]1[C:4]2[CH2:32][N:31]([C:33](=O)[CH2:34][C:35](=O)[CH:36]([CH3:38])[CH3:37])[CH2:30][CH2:29][C:5]=2[N:6]=[C:7]([C:9]2[CH:17]=[CH:16][CH:15]=[C:14]3[C:10]=2[C:11]([CH3:28])=[CH:12][N:13]3[S:18]([C:21]2[CH:27]=[CH:26][C:24]([CH3:25])=[CH:23][CH:22]=2)(=[O:20])=[O:19])[N:8]=1.COC1C=CC(P2(SP(C3C=CC(OC)=CC=3)(=S)S2)=S)=CC=1.[CH3:63][NH:64][NH2:65], predict the reaction product. The product is: [CH:36]([C:35]1[CH:34]=[C:33]([N:31]2[CH2:30][CH2:29][C:5]3[N:6]=[C:7]([C:9]4[CH:17]=[CH:16][CH:15]=[C:14]5[C:10]=4[C:11]([CH3:28])=[CH:12][N:13]5[S:18]([C:21]4[CH:22]=[CH:23][C:24]([CH3:25])=[CH:26][CH:27]=4)(=[O:19])=[O:20])[N:8]=[C:3]([O:2][CH3:1])[C:4]=3[CH2:32]2)[N:64]([CH3:63])[N:65]=1)([CH3:37])[CH3:38]. (9) Given the reactants [I:1][C:2]1[CH:3]=[C:4]([CH:8]=[CH:9][C:10]=1[CH3:11])[C:5]([OH:7])=[O:6].OS(O)(=O)=O.[CH3:17]O, predict the reaction product. The product is: [I:1][C:2]1[CH:3]=[C:4]([CH:8]=[CH:9][C:10]=1[CH3:11])[C:5]([O:7][CH3:17])=[O:6]. (10) Given the reactants [CH2:1]([O:8][C:9]([N:11]1[CH2:16][CH2:15][CH:14]([O:17][C:18]2[C:19]([CH3:28])=[C:20]([CH:24]=[C:25]([Cl:27])[CH:26]=2)[C:21](O)=[O:22])[CH2:13][CH2:12]1)=[O:10])[C:2]1[CH:7]=[CH:6][CH:5]=[CH:4][CH:3]=1.Cl.[NH2:30][CH2:31][C:32]1[C:37](=[O:38])[CH:36]=[C:35]([CH3:39])[NH:34][C:33]=1[CH3:40].C(Cl)CCl.C1C=NC2N(O)N=NC=2C=1.CN1CCOCC1.C([O-])(O)=O.[Na+], predict the reaction product. The product is: [Cl:27][C:25]1[CH:24]=[C:20]([C:21](=[O:22])[NH:30][CH2:31][C:32]2[C:37](=[O:38])[CH:36]=[C:35]([CH3:39])[NH:34][C:33]=2[CH3:40])[C:19]([CH3:28])=[C:18]([CH:26]=1)[O:17][CH:14]1[CH2:15][CH2:16][N:11]([C:9]([O:8][CH2:1][C:2]2[CH:7]=[CH:6][CH:5]=[CH:4][CH:3]=2)=[O:10])[CH2:12][CH2:13]1.